This data is from Forward reaction prediction with 1.9M reactions from USPTO patents (1976-2016). The task is: Predict the product of the given reaction. (1) Given the reactants [CH2:1]([C:8]1[S:12][C:11]([NH2:13])=[N:10][C:9]=1[C:14]1[CH:19]=[CH:18][C:17]([O:20][CH3:21])=[CH:16][CH:15]=1)[C:2]1[CH:7]=[CH:6][CH:5]=[CH:4][CH:3]=1.[CH3:22][O:23][C:24]1[CH:25]=[C:26]([CH:30]=[C:31]([O:35][CH3:36])[C:32]=1[O:33][CH3:34])[C:27](Cl)=[O:28], predict the reaction product. The product is: [CH2:1]([C:8]1[S:12][C:11]([NH:13][C:27](=[O:28])[C:26]2[CH:25]=[C:24]([O:23][CH3:22])[C:32]([O:33][CH3:34])=[C:31]([O:35][CH3:36])[CH:30]=2)=[N:10][C:9]=1[C:14]1[CH:15]=[CH:16][C:17]([O:20][CH3:21])=[CH:18][CH:19]=1)[C:2]1[CH:3]=[CH:4][CH:5]=[CH:6][CH:7]=1. (2) Given the reactants COC1C=CC(OC)=CC=1C[N:12]1[CH:21]=[CH:20][C:19]2[C:14](=[CH:15][CH:16]=[C:17]([C:22]#[N:23])[CH:18]=2)[C:13]1=[NH:24].C1(OC)C=CC=CC=1, predict the reaction product. The product is: [NH2:24][C:13]1[C:14]2[C:19](=[CH:18][C:17]([C:22]#[N:23])=[CH:16][CH:15]=2)[CH:20]=[CH:21][N:12]=1.